This data is from Full USPTO retrosynthesis dataset with 1.9M reactions from patents (1976-2016). The task is: Predict the reactants needed to synthesize the given product. (1) Given the product [C:1]([O:5][C:6]([N:8]1[CH2:13][CH2:12][CH:11]([O:14][CH2:15][C:16](=[O:18])[NH2:21])[CH2:10][CH2:9]1)=[O:7])([CH3:4])([CH3:3])[CH3:2], predict the reactants needed to synthesize it. The reactants are: [C:1]([O:5][C:6]([N:8]1[CH2:13][CH2:12][CH:11]([O:14][CH2:15][C:16]([OH:18])=O)[CH2:10][CH2:9]1)=[O:7])([CH3:4])([CH3:3])[CH3:2].CC[N:21](CC)CC.ClC(OCC(C)C)=O.N. (2) Given the product [C:28]1([C:27](=[N:26][CH:25]([C@H:12]([CH3:13])[CH2:14][CH:15]([CH3:20])[CH2:16][CH2:17][CH:18]=[CH2:19])[C:24]([O:23][CH2:21][CH3:22])=[O:40])[C:34]2[CH:39]=[CH:38][CH:37]=[CH:36][CH:35]=2)[CH:29]=[CH:30][CH:31]=[CH:32][CH:33]=1, predict the reactants needed to synthesize it. The reactants are: CC1C=CC(S(O[C@H:12]([CH2:14][CH:15]([CH3:20])[CH2:16][CH2:17][CH:18]=[CH2:19])[CH3:13])(=O)=O)=CC=1.[CH2:21]([O:23][C:24](=[O:40])[CH2:25][N:26]=[C:27]([C:34]1[CH:39]=[CH:38][CH:37]=[CH:36][CH:35]=1)[C:28]1[CH:33]=[CH:32][CH:31]=[CH:30][CH:29]=1)[CH3:22].[Li+].C[Si]([N-][Si](C)(C)C)(C)C. (3) Given the product [I:26][C:27]1[CH:28]=[CH:29][C:30]([CH3:34])=[C:31]([N:32]2[CH2:16][CH2:15][N:4]([S:5]([C:8]3[CH:13]=[CH:12][C:11]([CH3:14])=[CH:10][CH:9]=3)(=[O:7])=[O:6])[CH2:3][CH2:2]2)[CH:33]=1, predict the reactants needed to synthesize it. The reactants are: Cl[CH2:2][CH2:3][N:4]([CH2:15][CH2:16]Cl)[S:5]([C:8]1[CH:13]=[CH:12][C:11]([CH3:14])=[CH:10][CH:9]=1)(=[O:7])=[O:6].[I-].[K+].C(=O)([O-])[O-].[Na+].[Na+].[I:26][C:27]1[CH:28]=[CH:29][C:30]([CH3:34])=[C:31]([CH:33]=1)[NH2:32].